This data is from Catalyst prediction with 721,799 reactions and 888 catalyst types from USPTO. The task is: Predict which catalyst facilitates the given reaction. (1) Reactant: [CH2:1]([C:5]1([N:22]([CH3:24])[CH3:23])[CH2:10][CH2:9][CH:8]([C:11]2[NH:12][C:13]3[C:18]([C:19]=2[CH3:20])=[CH:17][C:16]([F:21])=[CH:15][CH:14]=3)[CH2:7][CH2:6]1)[CH2:2][CH2:3][CH3:4].[Si]([Cl:29])(C)(C)C. Product: [ClH:29].[CH2:1]([C:5]1([N:22]([CH3:24])[CH3:23])[CH2:10][CH2:9][CH:8]([C:11]2[NH:12][C:13]3[C:18]([C:19]=2[CH3:20])=[CH:17][C:16]([F:21])=[CH:15][CH:14]=3)[CH2:7][CH2:6]1)[CH2:2][CH2:3][CH3:4]. The catalyst class is: 573. (2) Reactant: [CH3:1][N:2]1[C:6]([CH3:7])=[C:5]([NH:8][C:9]2[N:14]=[CH:13][N:12]=[C:11]([C:15]3[CH:16]=[CH:17][C:18]([O:23][C@H:24]4[CH2:29][CH2:28][NH:27][CH2:26][C@H:25]4[F:30])=[C:19]([CH:22]=3)[C:20]#[N:21])[N:10]=2)[CH:4]=[N:3]1.[C:31](O)(=[O:35])[C@H:32]([CH3:34])[OH:33].C(N(CC)C(C)C)(C)C.CN(C(ON1N=NC2C=CC=NC1=2)=[N+](C)C)C.F[P-](F)(F)(F)(F)F. Product: [CH3:1][N:2]1[C:6]([CH3:7])=[C:5]([NH:8][C:9]2[N:14]=[CH:13][N:12]=[C:11]([C:15]3[CH:16]=[CH:17][C:18]([O:23][C@H:24]4[CH2:29][CH2:28][N:27]([C:31](=[O:35])[C@@H:32]([OH:33])[CH3:34])[CH2:26][C@H:25]4[F:30])=[C:19]([CH:22]=3)[C:20]#[N:21])[N:10]=2)[CH:4]=[N:3]1. The catalyst class is: 9. (3) Reactant: [Br:1][C:2]1[CH:3]=[C:4]([C:12](=[O:18])[C:13]([O:15]CC)=[O:14])[CH:5]=[CH:6][C:7]=1[S:8][CH:9]1[CH2:11][CH2:10]1.[OH-].[Na+].O.Cl. Product: [Br:1][C:2]1[CH:3]=[C:4]([C:12](=[O:18])[C:13]([OH:15])=[O:14])[CH:5]=[CH:6][C:7]=1[S:8][CH:9]1[CH2:10][CH2:11]1. The catalyst class is: 133. (4) Reactant: [Br:1][C:2]1[CH:11]=[CH:10][CH:9]=[C:8]2[C:3]=1[N:4]=[C:5](F)[C:6]([CH3:12])=[N:7]2.[C:14]([NH2:18])([CH3:17])([CH3:16])[CH3:15]. Product: [Br:1][C:2]1[CH:11]=[CH:10][CH:9]=[C:8]2[C:3]=1[N:4]=[C:5]([NH:18][C:14]([CH3:17])([CH3:16])[CH3:15])[C:6]([CH3:12])=[N:7]2. The catalyst class is: 549. (5) Reactant: C1(=O)[O:6][C:4](=[O:5])C=C1.N[C:9]1[CH:14]=[CH:13][C:12](/[C:15](=[CH:19]/[C:20]([NH2:22])=[O:21])/[C:16]([OH:18])=[O:17])=[CH:11][CH:10]=1. Product: [C:4]([C:9]1[CH:14]=[CH:13][C:12](/[C:15](=[CH:19]/[C:20]([NH2:22])=[O:21])/[C:16]([OH:18])=[O:17])=[CH:11][CH:10]=1)([OH:6])=[O:5]. The catalyst class is: 22. (6) Reactant: [F:1][CH:2]([C:4]1[CH:9]=[CH:8][N:7]=[C:6](I)[CH:5]=1)[CH3:3].[Br:11][C:12]1[N:17]=[C:16]([NH2:18])[CH:15]=[C:14]([CH3:19])[CH:13]=1.CC([O-])(C)C.[K+].C1C=CC(P(C2C(C3C(P(C4C=CC=CC=4)C4C=CC=CC=4)=CC=C4C=3C=CC=C4)=C3C(C=CC=C3)=CC=2)C2C=CC=CC=2)=CC=1. Product: [Br:11][C:12]1[N:17]=[C:16]([NH:18][C:6]2[CH:5]=[C:4]([CH:2]([F:1])[CH3:3])[CH:9]=[CH:8][N:7]=2)[CH:15]=[C:14]([CH3:19])[CH:13]=1. The catalyst class is: 187.